Dataset: Catalyst prediction with 721,799 reactions and 888 catalyst types from USPTO. Task: Predict which catalyst facilitates the given reaction. (1) Reactant: II.[CH:3]([C:6]1[CH:7]=[CH:8][C:9]([CH3:13])=[C:10]([OH:12])[CH:11]=1)([CH3:5])[CH3:4].S(Cl)([Cl:17])(=O)=O.ClCCl. The catalyst class is: 86. Product: [Cl:17][C:7]1[C:6]([CH:3]([CH3:5])[CH3:4])=[CH:11][C:10]([OH:12])=[C:9]([CH3:13])[CH:8]=1. (2) Reactant: [Cl:1][C:2]1[CH:3]=[CH:4][C:5]([NH:8][C:9](=[O:29])[C:10]2[CH:15]=[C:14](I)[CH:13]=[CH:12][C:11]=2[NH:17][C:18]([CH:20]2[CH2:25][CH2:24][N:23]([CH:26]([CH3:28])[CH3:27])[CH2:22][CH2:21]2)=[O:19])=[N:6][CH:7]=1.[CH3:30][N:31](C)C=O. Product: [Cl:1][C:2]1[CH:3]=[CH:4][C:5]([NH:8][C:9](=[O:29])[C:10]2[CH:15]=[C:14]([C:30]#[N:31])[CH:13]=[CH:12][C:11]=2[NH:17][C:18]([CH:20]2[CH2:25][CH2:24][N:23]([CH:26]([CH3:28])[CH3:27])[CH2:22][CH2:21]2)=[O:19])=[N:6][CH:7]=1. The catalyst class is: 267.